The task is: Predict the reaction yield, written as a fraction of the theoretical maximum amount of product (1.0 means a 100% yield; for example, 0.34 means a 34% yield).. This data is from Reaction yield outcomes from USPTO patents with 853,638 reactions. (1) The reactants are [H-].[Na+].Cl[C:4]1[C:9]([CH2:10][N:11]([CH3:21])[CH2:12][C@@H:13]([C:15]2[S:16][CH:17]=[C:18]([CH3:20])[N:19]=2)[OH:14])=[CH:8][CH:7]=[C:6]([Cl:22])[N:5]=1. The catalyst is C1COCC1. The product is [Cl:22][C:6]1[CH:7]=[CH:8][C:9]2[CH2:10][N:11]([CH3:21])[CH2:12][C@@H:13]([C:15]3[S:16][CH:17]=[C:18]([CH3:20])[N:19]=3)[O:14][C:4]=2[N:5]=1. The yield is 0.450. (2) The reactants are [CH:1]1([Mg]Br)[CH2:3][CH2:2]1.[N:6]([C:15]([O:17][C:18]([CH3:21])([CH3:20])[CH3:19])=[O:16])=[N:7][C:8]([O:10][C:11]([CH3:14])([CH3:13])[CH3:12])=[O:9]. The catalyst is C1COCC1. The product is [CH:1]1([N:6]([C:15]([O:17][C:18]([CH3:21])([CH3:20])[CH3:19])=[O:16])[NH:7][C:8]([O:10][C:11]([CH3:12])([CH3:13])[CH3:14])=[O:9])[CH2:3][CH2:2]1. The yield is 0.830. (3) The reactants are [F:1][C:2]([F:26])([F:25])[O:3][C:4]1[CH:9]=[CH:8][C:7]([N:10]2[CH:14]=[N:13][C:12]([C:15]3[CH:20]=[CH:19][C:18]([CH2:21][CH2:22][CH2:23][NH2:24])=[CH:17][CH:16]=3)=[N:11]2)=[CH:6][CH:5]=1.[C:27](=[O:30])(O)[O-].[Na+].ClC(Cl)(OC(=O)OC(Cl)(Cl)Cl)Cl.C(=O)([O-])[O-].[Cs+].[Cs+].[CH:50]([C:53]1[CH:58]=[CH:57][C:56]([CH3:59])=[CH:55][C:54]=1[NH:60][C:61]([NH2:63])=[S:62])([CH3:52])[CH3:51]. The catalyst is ClCCl.C(OCC)(=O)C.O. The product is [CH:50]([C:53]1[CH:58]=[CH:57][C:56]([CH3:59])=[CH:55][C:54]=1[NH:60][C:61]([NH:63][C:27]([NH:24][CH2:23][CH2:22][CH2:21][C:18]1[CH:19]=[CH:20][C:15]([C:12]2[N:13]=[CH:14][N:10]([C:7]3[CH:6]=[CH:5][C:4]([O:3][C:2]([F:1])([F:25])[F:26])=[CH:9][CH:8]=3)[N:11]=2)=[CH:16][CH:17]=1)=[O:30])=[S:62])([CH3:52])[CH3:51]. The yield is 0.380. (4) The reactants are [CH2:1]([O:3][C:4]1[CH:9]=[CH:8][C:7]([C:10]2[C:18](C(O)=O)=[C:17]3[N:12]([N:13]=[CH:14][CH:15]=[CH:16]3)[N:11]=2)=[CH:6][CH:5]=1)[CH3:2].[I:22]N1C(=O)CCC1=O.C(=O)(O)[O-].[Na+]. The catalyst is CN(C=O)C. The product is [CH2:1]([O:3][C:4]1[CH:9]=[CH:8][C:7]([C:10]2[C:18]([I:22])=[C:17]3[N:12]([N:13]=[CH:14][CH:15]=[CH:16]3)[N:11]=2)=[CH:6][CH:5]=1)[CH3:2]. The yield is 0.470. (5) The reactants are [C:1]([O:5][C:6](=[O:13])[CH2:7][C:8](=[CH2:12])[C:9]([OH:11])=[O:10])([CH3:4])([CH3:3])[CH3:2].[S:14]1C=CC=C1CC(O)=O.C1C[O:26][CH2:25][CH2:24]1. No catalyst specified. The product is [C:1]([O:5][C:6](=[O:13])[CH2:7][CH:8]([CH2:12][S:14][C:25](=[O:26])[CH3:24])[C:9]([OH:11])=[O:10])([CH3:4])([CH3:3])[CH3:2]. The yield is 0.426. (6) The reactants are [NH2:1][C:2]1[C:3]([C:10]([O:12][CH3:13])=[O:11])=[N:4][C:5]([Cl:9])=[C:6]([NH2:8])[N:7]=1.Br[CH2:15][CH:16](OC)OC. The catalyst is C(#N)C. The product is [NH2:1][C:2]1[N:7]2[CH:15]=[CH:16][N:8]=[C:6]2[C:5]([Cl:9])=[N:4][C:3]=1[C:10]([O:12][CH3:13])=[O:11]. The yield is 0.220. (7) The yield is 0.620. The product is [Br:7][C:8]1[CH:16]=[C:15]2[C:11]([CH2:12][C:13]3([CH2:3][CH2:2][C:1](=[O:5])[CH2:21][CH2:20]3)[C:14]2=[O:17])=[CH:10][CH:9]=1. The catalyst is C1COCC1.CC(C)([O-])C.[K+]. The reactants are [C:1]([O:5]C)(=O)[CH:2]=[CH2:3].[Br:7][C:8]1[CH:16]=[C:15]2[C:11]([CH2:12][CH2:13][C:14]2=[O:17])=[CH:10][CH:9]=1.[K].[O-][CH2:20][CH2:21]CC.[OH-].[K+]. (8) The reactants are [CH:1]1([CH2:4][O:5][NH:6][C:7]([C:9]2[C:20]([NH:21][C:22]3[CH:27]=[CH:26][C:25]([Cl:28])=[CH:24][C:23]=3[CH3:29])=[C:19]([F:30])[C:12]3[N:13]=[CH:14][N:15]([CH2:16][CH:17]=[O:18])[C:11]=3[CH:10]=2)=[O:8])[CH2:3][CH2:2]1.C(=O)([O-])[O-].[K+].[K+].[N+:37]([CH2:39]S(C1C=CC(C)=CC=1)(=O)=O)#[C-:38]. The catalyst is CO. The product is [CH:1]1([CH2:4][O:5][NH:6][C:7]([C:9]2[C:20]([NH:21][C:22]3[CH:27]=[CH:26][C:25]([Cl:28])=[CH:24][C:23]=3[CH3:29])=[C:19]([F:30])[C:12]3[N:13]=[CH:14][N:15]([CH2:16][C:17]4[O:18][CH:39]=[N:37][CH:38]=4)[C:11]=3[CH:10]=2)=[O:8])[CH2:2][CH2:3]1. The yield is 0.500. (9) The reactants are C([O:4][C:5]([CH3:10])([CH3:9])[C:6](Cl)=[O:7])(=O)C.[Br:11][C:12]1[C:13]([F:22])=[C:14]2[C:20]([NH2:21])=[CH:19][NH:18][C:15]2=[N:16][CH:17]=1.C(N(CC)CC)C. The catalyst is ClCCl. The product is [Br:11][C:12]1[C:13]([F:22])=[C:14]2[C:20]([NH:21][C:6](=[O:7])[C:5]([OH:4])([CH3:9])[CH3:10])=[CH:19][NH:18][C:15]2=[N:16][CH:17]=1. The yield is 0.840.